This data is from Forward reaction prediction with 1.9M reactions from USPTO patents (1976-2016). The task is: Predict the product of the given reaction. (1) Given the reactants C(O[C:5]([N:7]1[CH2:11][CH2:10][C:9]([C:32]#[N:33])([NH:12][C:13](=[O:31])[CH:14]([NH:22][C:23]([N:25]2[CH2:30][CH2:29][O:28][CH2:27][CH2:26]2)=[O:24])[CH2:15][CH:16]2[CH2:21][CH2:20][CH2:19][CH2:18][CH2:17]2)[CH2:8]1)=O)C=C.[CH3:34][C:35]1([CH3:43])[CH2:42]C(=O)[CH2:39][C:37](=[O:38])[CH2:36]1, predict the reaction product. The product is: [C:32]([C:9]1([NH:12][C:13]([CH:14]([NH:22][C:23]([N:25]2[CH2:30][CH2:29][O:28][CH2:27][CH2:26]2)=[O:24])[CH2:15][CH:16]2[CH2:21][CH2:20][CH2:19][CH2:18][CH2:17]2)=[O:31])[CH2:10][CH2:11][N:7]([C:5]2[CH2:34][C:35]([CH3:43])([CH3:42])[CH2:36][C:37](=[O:38])[CH:39]=2)[CH2:8]1)#[N:33]. (2) The product is: [CH3:1][C@@H:2]1[NH:3][CH2:4][CH2:5][N:6]([S:19]([C:16]2[CH:15]=[CH:14][C:13]([O:12][C:11]([F:10])([F:23])[F:24])=[CH:18][CH:17]=2)(=[O:21])=[O:20])[CH2:7]1. Given the reactants [CH3:1][C@H:2]1[CH2:7][NH:6][CH2:5][CH2:4][NH:3]1.[OH-].[Na+].[F:10][C:11]([F:24])([F:23])[O:12][C:13]1[CH:18]=[CH:17][C:16]([S:19](Cl)(=[O:21])=[O:20])=[CH:15][CH:14]=1, predict the reaction product. (3) Given the reactants C1(C)C=CC(S([O-])(=O)=O)=CC=1.[NH+]1C=CC=CC=1.[C:18]([O:21][CH:22]1[C:23]([O:56]C(OCC)C)([CH3:55])[CH2:24][CH2:25][CH:26]([O:49]C(OCC)C)[CH2:27][C:28]([O:30][CH:31](/[C:36](/[CH3:48])=[CH:37]/[CH:38]=[CH:39][CH2:40][CH2:41][CH2:42][CH2:43][CH2:44][CH2:45][CH2:46][CH3:47])[CH:32]([CH3:35])[CH:33]=[CH:34]1)=[O:29])(=[O:20])[CH3:19], predict the reaction product. The product is: [C:18]([O:21][CH:22]1[C:23]([OH:56])([CH3:55])[CH2:24][CH2:25][CH:26]([OH:49])[CH2:27][C:28]([O:30][CH:31](/[C:36](/[CH3:48])=[CH:37]/[CH:38]=[CH:39][CH2:40][CH2:41][CH2:42][CH2:43][CH2:44][CH2:45][CH2:46][CH3:47])[CH:32]([CH3:35])[CH:33]=[CH:34]1)=[O:29])(=[O:20])[CH3:19]. (4) Given the reactants [CH3:1][C:2]1[N:7]=[CH:6][C:5]([CH:8]([NH:10][C:11](=[O:17])[O:12][C:13]([CH3:16])([CH3:15])[CH3:14])[CH3:9])=[CH:4][CH:3]=1.C([Li])(C)(C)C.[I:23]I, predict the reaction product. The product is: [I:23][C:4]1[CH:3]=[C:2]([CH3:1])[N:7]=[CH:6][C:5]=1[CH:8]([NH:10][C:11](=[O:17])[O:12][C:13]([CH3:16])([CH3:15])[CH3:14])[CH3:9]. (5) Given the reactants C(NC(C)C)(C)C.C([Li])CCC.[CH:13]1([C:18]([O:20][CH3:21])=[O:19])[CH2:17][CH2:16][CH2:15][CH2:14]1.[CH3:22][O:23][CH2:24][CH2:25]Br, predict the reaction product. The product is: [CH3:22][O:23][CH2:24][CH2:25][C:13]1([C:18]([O:20][CH3:21])=[O:19])[CH2:17][CH2:16][CH2:15][CH2:14]1.